From a dataset of Reaction yield outcomes from USPTO patents with 853,638 reactions. Predict the reaction yield, written as a fraction of the theoretical maximum amount of product (1.0 means a 100% yield; for example, 0.34 means a 34% yield). (1) The reactants are [C:1]([C:5]1[CH:9]=[C:8]([NH:10][C:11]([NH:13][C:14]2[CH:19]=[CH:18][C:17]([CH2:20][C:21]3[CH:26]=[CH:25][C:24]([NH2:27])=[CH:23][CH:22]=3)=[CH:16][CH:15]=2)=[O:12])[N:7]([CH3:28])[N:6]=1)([CH3:4])([CH3:3])[CH3:2].[C:29](Cl)(=[O:31])[CH3:30].CCN(CC)CC. The catalyst is CCOC(C)=O. The product is [C:1]([C:5]1[CH:9]=[C:8]([NH:10][C:11]([NH:13][C:14]2[CH:19]=[CH:18][C:17]([CH2:20][C:21]3[CH:26]=[CH:25][C:24]([NH:27][C:29]([CH3:30])=[O:31])=[CH:23][CH:22]=3)=[CH:16][CH:15]=2)=[O:12])[N:7]([CH3:28])[N:6]=1)([CH3:4])([CH3:2])[CH3:3]. The yield is 0.480. (2) The reactants are [Cl:1][C:2]1[CH:11]=[CH:10][C:9]2[N:8]=[C:7]([N:12]3[CH2:17][CH2:16][N:15](C(OC(C)(C)C)=O)[CH2:14][CH2:13]3)[C:6]3[N:25]=[CH:26][N:27]=[CH:28][C:5]=3[C:4]=2[CH:3]=1.C1COCC1.Cl.C([O-])([O-])=O.[Na+].[Na+]. The catalyst is O. The product is [Cl:1][C:2]1[CH:11]=[CH:10][C:9]2[N:8]=[C:7]([N:12]3[CH2:17][CH2:16][NH:15][CH2:14][CH2:13]3)[C:6]3[N:25]=[CH:26][N:27]=[CH:28][C:5]=3[C:4]=2[CH:3]=1. The yield is 0.490.